Dataset: Forward reaction prediction with 1.9M reactions from USPTO patents (1976-2016). Task: Predict the product of the given reaction. (1) Given the reactants Br[C:2]1[CH:10]=[C:9](/[CH:11]=[CH:12]/[CH:13]([C:18]2[CH:23]=[C:22]([Cl:24])[C:21]([Cl:25])=[C:20]([Cl:26])[CH:19]=2)[C:14]([F:17])([F:16])[F:15])[CH:8]=[CH:7][C:3]=1[C:4]([OH:6])=[O:5].[CH2:27]([Sn](CCCC)(CCCC)C=C)[CH2:28]CC.O, predict the reaction product. The product is: [F:15][C:14]([F:17])([F:16])[CH:13]([C:18]1[CH:23]=[C:22]([Cl:24])[C:21]([Cl:25])=[C:20]([Cl:26])[CH:19]=1)/[CH:12]=[CH:11]/[C:9]1[CH:8]=[CH:7][C:3]([C:4]([OH:6])=[O:5])=[C:2]([CH:27]=[CH2:28])[CH:10]=1. (2) Given the reactants C([O:8][C:9]1[CH:14]=[CH:13][N:12]([C:15]2[CH:16]=[CH:17][C:18]3[N:19]([C:21]([CH3:25])=[C:22]([CH3:24])[N:23]=3)[CH:20]=2)[C:11](=[O:26])[CH:10]=1)C1C=CC=CC=1.C1(OC)C=CC=CC=1, predict the reaction product. The product is: [CH3:24][C:22]1[N:23]=[C:18]2[CH:17]=[CH:16][C:15]([N:12]3[CH:13]=[CH:14][C:9]([OH:8])=[CH:10][C:11]3=[O:26])=[CH:20][N:19]2[C:21]=1[CH3:25].